Dataset: Catalyst prediction with 721,799 reactions and 888 catalyst types from USPTO. Task: Predict which catalyst facilitates the given reaction. (1) Reactant: O.Cl.[C:3]([C:7]1[CH:8]=[C:9]([C:18]2[O:19][CH:20]=[C:21]([CH2:23][CH2:24]OC3C=CC(CNCC)=CC=3)[N:22]=2)[CH:10]=[C:11]([C:14]([CH3:17])([CH3:16])[CH3:15])[C:12]=1[OH:13])([CH3:6])([CH3:5])[CH3:4].[C:14]([C:11]1[CH:10]=[C:9]([C:18]2[O:19][CH:20]=[C:21]([CH2:23][CH2:24]OC3C=CC(CNCC)=CC=3)[N:22]=2)[CH:8]=[C:7]([C:3]([CH3:4])([CH3:5])[CH3:6])[C:12]=1[OH:13])([CH3:15])([CH3:16])[CH3:17].Cl.[CH:70]([C:72]1[CH:73]=[C:74]([CH:77]=[CH:78][C:79]=1[OH:80])[CH:75]=[O:76])=[O:71].C1(P(C2C=CC=CC=2)C2C=CC=CC=2)C=CC=CC=1.N(C(OCC)=O)=NC(OCC)=O. Product: [C:14]([C:11]1[CH:10]=[C:9]([C:18]2[O:19][CH:20]=[C:21]([CH2:23][CH2:24][O:80][C:79]3[CH:78]=[CH:77][C:74]([CH:75]=[O:76])=[CH:73][C:72]=3[CH:70]=[O:71])[N:22]=2)[CH:8]=[C:7]([C:3]([CH3:4])([CH3:5])[CH3:6])[C:12]=1[OH:13])([CH3:15])([CH3:16])[CH3:17]. The catalyst class is: 7. (2) The catalyst class is: 1. Product: [N:1]1([CH:7]([C:11]2[S:12][CH:13]=[CH:14][CH:15]=2)[C:8]([O:10][C@@H:43]2[CH:44]3[CH2:47][CH2:48][N:41]([CH2:46][CH2:45]3)[CH2:42]2)=[O:9])[CH2:6][CH2:5][CH2:4][CH2:3][CH2:2]1. Reactant: [N:1]1([CH:7]([C:11]2[S:12][CH:13]=[CH:14][CH:15]=2)[C:8]([OH:10])=[O:9])[CH2:6][CH2:5][CH2:4][CH2:3][CH2:2]1.C1CCC(N=C=NC2CCCCC2)CC1.C1C=CC2N(O)N=NC=2C=1.[N:41]12[CH2:48][CH2:47][CH:44]([CH2:45][CH2:46]1)[C@@H:43](O)[CH2:42]2.